From a dataset of NCI-60 drug combinations with 297,098 pairs across 59 cell lines. Regression. Given two drug SMILES strings and cell line genomic features, predict the synergy score measuring deviation from expected non-interaction effect. Drug 1: CC1=C(C=C(C=C1)NC(=O)C2=CC=C(C=C2)CN3CCN(CC3)C)NC4=NC=CC(=N4)C5=CN=CC=C5. Drug 2: CC1=C(C(=CC=C1)Cl)NC(=O)C2=CN=C(S2)NC3=CC(=NC(=N3)C)N4CCN(CC4)CCO. Cell line: PC-3. Synergy scores: CSS=16.9, Synergy_ZIP=2.99, Synergy_Bliss=8.64, Synergy_Loewe=-20.2, Synergy_HSA=4.99.